The task is: Regression. Given two drug SMILES strings and cell line genomic features, predict the synergy score measuring deviation from expected non-interaction effect.. This data is from NCI-60 drug combinations with 297,098 pairs across 59 cell lines. (1) Drug 1: C1CN1P(=S)(N2CC2)N3CC3. Drug 2: C1C(C(OC1N2C=NC3=C(N=C(N=C32)Cl)N)CO)O. Cell line: UO-31. Synergy scores: CSS=45.0, Synergy_ZIP=-0.978, Synergy_Bliss=-0.299, Synergy_Loewe=-5.61, Synergy_HSA=0.890. (2) Drug 1: CC=C1C(=O)NC(C(=O)OC2CC(=O)NC(C(=O)NC(CSSCCC=C2)C(=O)N1)C(C)C)C(C)C. Drug 2: CC1C(C(CC(O1)OC2CC(OC(C2O)C)OC3=CC4=CC5=C(C(=O)C(C(C5)C(C(=O)C(C(C)O)O)OC)OC6CC(C(C(O6)C)O)OC7CC(C(C(O7)C)O)OC8CC(C(C(O8)C)O)(C)O)C(=C4C(=C3C)O)O)O)O. Cell line: HCT-15. Synergy scores: CSS=35.8, Synergy_ZIP=1.45, Synergy_Bliss=0.398, Synergy_Loewe=3.58, Synergy_HSA=0.411.